Regression. Given two drug SMILES strings and cell line genomic features, predict the synergy score measuring deviation from expected non-interaction effect. From a dataset of NCI-60 drug combinations with 297,098 pairs across 59 cell lines. (1) Drug 1: C1CN(CCN1C(=O)CCBr)C(=O)CCBr. Drug 2: CC1=C(C(=O)C2=C(C1=O)N3CC4C(C3(C2COC(=O)N)OC)N4)N. Cell line: TK-10. Synergy scores: CSS=6.72, Synergy_ZIP=-6.76, Synergy_Bliss=-6.80, Synergy_Loewe=-5.61, Synergy_HSA=-4.69. (2) Drug 1: CC1=C2C(C(=O)C3(C(CC4C(C3C(C(C2(C)C)(CC1OC(=O)C(C(C5=CC=CC=C5)NC(=O)C6=CC=CC=C6)O)O)OC(=O)C7=CC=CC=C7)(CO4)OC(=O)C)O)C)OC(=O)C. Drug 2: CCN(CC)CCNC(=O)C1=C(NC(=C1C)C=C2C3=C(C=CC(=C3)F)NC2=O)C. Cell line: HL-60(TB). Synergy scores: CSS=17.9, Synergy_ZIP=1.24, Synergy_Bliss=1.34, Synergy_Loewe=-23.4, Synergy_HSA=-1.82.